From a dataset of Forward reaction prediction with 1.9M reactions from USPTO patents (1976-2016). Predict the product of the given reaction. (1) Given the reactants [CH:1]1([C:4]([N:6]2[CH2:10][CH2:9][C@@H:8]([CH2:11][NH:12][C:13]3[C:14]([NH2:23])=[CH:15][CH:16]=[CH:17][C:18]=3[C:19]([F:22])([F:21])[F:20])[CH2:7]2)=[O:5])[CH2:3][CH2:2]1.[F:24][C:25]1[CH:30]=[CH:29][C:28]([C:31]2[CH:38]=[CH:37][C:34]([CH:35]=O)=[CH:33][CH:32]=2)=[CH:27][CH:26]=1.OOS([O-])=O.[K+], predict the reaction product. The product is: [CH:1]1([C:4]([N:6]2[CH2:10][CH2:9][C@@H:8]([CH2:11][N:12]3[C:13]4[C:18]([C:19]([F:20])([F:21])[F:22])=[CH:17][CH:16]=[CH:15][C:14]=4[N:23]=[C:35]3[C:34]3[CH:33]=[CH:32][C:31]([C:28]4[CH:29]=[CH:30][C:25]([F:24])=[CH:26][CH:27]=4)=[CH:38][CH:37]=3)[CH2:7]2)=[O:5])[CH2:3][CH2:2]1. (2) Given the reactants [C:1]([C:5]1[CH:6]=[CH:7][C:8]([OH:13])=[C:9]([CH:12]=1)[CH:10]=[O:11])([CH3:4])([CH3:3])[CH3:2].F[B-](F)(F)F.[O:19]=[N+:20]=[O:21].[C:22](=O)([O-])[O-].[K+].[K+].CI, predict the reaction product. The product is: [C:1]([C:5]1[CH:6]=[C:7]([N+:20]([O-:21])=[O:19])[C:8]([O:13][CH3:22])=[C:9]([CH:12]=1)[CH:10]=[O:11])([CH3:4])([CH3:2])[CH3:3]. (3) The product is: [CH2:39]([O:41][C:42]([CH:44]1[CH2:49][CH2:48][N:47]([C:20]2[CH:19]=[CH:18][C:17]([C:15]([N:8]3[C:9]4[C:14](=[CH:13][CH:12]=[CH:11][CH:10]=4)[C@H:5]([N:4]([C:1](=[O:3])[CH3:2])[C:32]4[CH:37]=[CH:36][C:35]([Cl:38])=[CH:34][CH:33]=4)[CH2:6][C@@H:7]3[CH3:31])=[O:16])=[CH:22][CH:21]=2)[CH2:46][CH2:45]1)=[O:43])[CH3:40]. Given the reactants [C:1]([N:4]([C:32]1[CH:37]=[CH:36][C:35]([Cl:38])=[CH:34][CH:33]=1)[C@H:5]1[C:14]2[C:9](=[CH:10][CH:11]=[CH:12][CH:13]=2)[N:8]([C:15]([C:17]2[CH:22]=[CH:21][C:20](OS(C(F)(F)F)(=O)=O)=[CH:19][CH:18]=2)=[O:16])[C@@H:7]([CH3:31])[CH2:6]1)(=[O:3])[CH3:2].[CH2:39]([O:41][C:42]([CH:44]1[CH2:49][CH2:48][NH:47][CH2:46][CH2:45]1)=[O:43])[CH3:40].C([O-])([O-])=O.[Cs+].[Cs+].C1C=CC(P(C2C(C3C(P(C4C=CC=CC=4)C4C=CC=CC=4)=CC=C4C=3C=CC=C4)=C3C(C=CC=C3)=CC=2)C2C=CC=CC=2)=CC=1.C1OCCOCCOCCOCCOCCOC1, predict the reaction product. (4) Given the reactants [CH3:1][N:2]1[CH2:7][CH2:6][N:5]([C:8]2[C:16]3[C:11](=[CH:12][C:13]([C:17]([O-:19])=O)=[CH:14][CH:15]=3)[NH:10][N:9]=2)[CH2:4][CH2:3]1.[Li+].C(Cl)CCl.C1C=CC2N(O)N=NC=2C=1.CCN(CC)CC.[F:42][C:43]([F:53])([F:52])[C:44]1[CH:51]=[CH:50][C:47]([CH2:48][NH2:49])=[CH:46][CH:45]=1, predict the reaction product. The product is: [F:42][C:43]([F:52])([F:53])[C:44]1[CH:51]=[CH:50][C:47]([CH2:48][NH:49][C:17]([C:13]2[CH:12]=[C:11]3[C:16]([C:8]([N:5]4[CH2:4][CH2:3][N:2]([CH3:1])[CH2:7][CH2:6]4)=[N:9][NH:10]3)=[CH:15][CH:14]=2)=[O:19])=[CH:46][CH:45]=1. (5) The product is: [Cl:12][C:4]1[CH:3]=[C:2]([NH:19][C:18]2[CH:20]=[C:14]([Cl:13])[CH:15]=[CH:16][C:17]=2[CH3:21])[C:7]([C:8]([O:10][CH3:11])=[O:9])=[CH:6][N:5]=1. Given the reactants Cl[C:2]1[C:7]([C:8]([O:10][CH3:11])=[O:9])=[CH:6][N:5]=[C:4]([Cl:12])[CH:3]=1.[Cl:13][C:14]1[CH:15]=[CH:16][C:17]([CH3:21])=[C:18]([CH:20]=1)[NH2:19], predict the reaction product.